From a dataset of CYP1A2 inhibition data for predicting drug metabolism from PubChem BioAssay. Regression/Classification. Given a drug SMILES string, predict its absorption, distribution, metabolism, or excretion properties. Task type varies by dataset: regression for continuous measurements (e.g., permeability, clearance, half-life) or binary classification for categorical outcomes (e.g., BBB penetration, CYP inhibition). Dataset: cyp1a2_veith. (1) The drug is CCCCCCCCn1cc(C(C)=O)c(=O)[nH]c1=O. The result is 1 (inhibitor). (2) The drug is C[C@@H](NCc1cc(Br)cc2[nH]c(=O)c(=O)[nH]c12)P(=O)(O)O. The result is 0 (non-inhibitor). (3) The drug is COCOc1ccc(Br)cc1C(=O)[C@H]1O[C@H]1c1cccc(OC)c1. The result is 0 (non-inhibitor). (4) The drug is Cc1ccccc1OCCN=Cc1c(O)n(C)c(=O)n(C)c1=O. The result is 1 (inhibitor). (5) The compound is O=C1Nc2ccccc2C(O)(C(=O)NCc2ccc3c(c2)OCO3)N1c1ccc(Cl)c(Cl)c1. The result is 0 (non-inhibitor).